This data is from Full USPTO retrosynthesis dataset with 1.9M reactions from patents (1976-2016). The task is: Predict the reactants needed to synthesize the given product. (1) The reactants are: Br[C:2]1[CH:7]=[C:6]([F:8])[CH:5]=[CH:4][C:3]=1[O:9][CH3:10].[CH:11]1[C:23]2[NH:22][C:21]3[C:16](=[CH:17][CH:18]=[CH:19][CH:20]=3)[C:15]=2[CH:14]=[CH:13][CH:12]=1. Given the product [F:8][C:6]1[CH:5]=[CH:4][C:3]([O:9][CH3:10])=[C:2]([N:22]2[C:23]3[CH:11]=[CH:12][CH:13]=[CH:14][C:15]=3[C:16]3[C:21]2=[CH:20][CH:19]=[CH:18][CH:17]=3)[CH:7]=1, predict the reactants needed to synthesize it. (2) Given the product [NH2:1][C:2]1[N:3]=[C:4]([C:29]2[CH:28]=[CH:27][C:26]([CH2:25][C@H:21]([NH:20][C:18]([O:17][C:13]([CH3:16])([CH3:15])[CH3:14])=[O:19])[C:22]([OH:24])=[O:23])=[CH:31][CH:30]=2)[CH:5]=[C:6]([Cl:8])[N:7]=1, predict the reactants needed to synthesize it. The reactants are: [NH2:1][C:2]1[N:7]=[C:6]([Cl:8])[CH:5]=[C:4](Cl)[N:3]=1.B([O-])[O-].[C:13]([O:17][C:18]([NH:20][C@@H:21]([CH2:25][C:26]1[CH:31]=[CH:30][C:29](B2OC(C)(C)C(C)(C)O2)=[CH:28][CH:27]=1)[C:22]([OH:24])=[O:23])=[O:19])([CH3:16])([CH3:15])[CH3:14].C(=O)([O-])[O-].[K+].[K+]. (3) Given the product [F:16][C:14]1[CH:15]=[C:10]([NH:9][C:4]2[CH:3]=[CH:2][N:7]=[C:6]([NH2:8])[N:5]=2)[CH:11]=[C:12]([F:28])[C:13]=1[O:17][C:18]1[CH:23]=[CH:22][N:21]=[C:20]2[NH:24][CH:25]=[C:26]([CH3:27])[C:19]=12, predict the reactants needed to synthesize it. The reactants are: Cl[C:2]1[N:7]=[C:6]([NH2:8])[N:5]=[C:4]([NH:9][C:10]2[CH:15]=[C:14]([F:16])[C:13]([O:17][C:18]3[CH:23]=[CH:22][N:21]=[C:20]4[NH:24][CH:25]=[C:26]([CH3:27])[C:19]=34)=[C:12]([F:28])[CH:11]=2)[CH:3]=1.C(N(CC)CC)C.[H][H]. (4) Given the product [Cl:36][C:23]1[N:22]=[C:21]([S:4][CH2:1][CH2:2][CH3:3])[C:26]([C:27]([NH:29][CH:30]2[CH2:35][CH2:34][CH2:33][CH2:32][CH2:31]2)=[O:28])=[CH:25][CH:24]=1, predict the reactants needed to synthesize it. The reactants are: [CH2:1]([SH:4])[CH2:2][CH3:3].C[Si]([N-][Si](C)(C)C)(C)C.[Na+].C1COCC1.Cl[C:21]1[C:26]([C:27]([NH:29][CH:30]2[CH2:35][CH2:34][CH2:33][CH2:32][CH2:31]2)=[O:28])=[CH:25][CH:24]=[C:23]([Cl:36])[N:22]=1. (5) Given the product [Br:19][CH:15]([C:12]1[CH:11]=[CH:10][C:9]([C:6]2[CH:7]=[CH:8][C:3]([O:2][CH3:1])=[CH:4][CH:5]=2)=[CH:14][N:13]=1)[CH3:16], predict the reactants needed to synthesize it. The reactants are: [CH3:1][O:2][C:3]1[CH:8]=[CH:7][C:6]([C:9]2[CH:10]=[CH:11][C:12]([CH:15](O)[CH3:16])=[N:13][CH:14]=2)=[CH:5][CH:4]=1.P(Br)(Br)[Br:19]. (6) Given the product [Cl:27][CH2:22][C:20]1[N:21]=[C:17]([C:14]2[CH:15]=[CH:16][C:11]([CH2:10][N:1]3[C:5]4[CH:6]=[CH:7][CH:8]=[CH:9][C:4]=4[N:3]=[CH:2]3)=[CH:12][CH:13]=2)[O:18][C:19]=1[CH3:24], predict the reactants needed to synthesize it. The reactants are: [N:1]1([CH2:10][C:11]2[CH:16]=[CH:15][C:14]([C:17]3[O:18][C:19]([CH3:24])=[C:20]([CH2:22]O)[N:21]=3)=[CH:13][CH:12]=2)[C:5]2[CH:6]=[CH:7][CH:8]=[CH:9][C:4]=2[N:3]=[CH:2]1.S(Cl)([Cl:27])=O. (7) Given the product [CH2:29]([NH:32][CH2:2][C:3]1[S:7][C:6](/[CH:8]=[CH:9]/[C:10]([NH:12][CH:13]([C:18]2[CH:23]=[CH:22][CH:21]=[C:20]([C:24]([F:27])([F:26])[F:25])[CH:19]=2)[C:14]([F:17])([F:16])[F:15])=[O:11])=[CH:5][C:4]=1[CH3:28])[CH3:30], predict the reactants needed to synthesize it. The reactants are: O[CH2:2][C:3]1[S:7][C:6](/[CH:8]=[CH:9]/[C:10]([NH:12][CH:13]([C:18]2[CH:23]=[CH:22][CH:21]=[C:20]([C:24]([F:27])([F:26])[F:25])[CH:19]=2)[C:14]([F:17])([F:16])[F:15])=[O:11])=[CH:5][C:4]=1[CH3:28].[CH:29]([N:32](CC)C(C)C)(C)[CH3:30].CS(Cl)(=O)=O.C(N)C. (8) Given the product [OH:25][C:26]1[CH:34]=[C:33]2[C:32](=[CH:28][CH:27]=1)[N:31]([CH3:35])[CH:30]=[C:15]2[CH2:13][CH:7]([O:9][CH2:8][CH2:7][CH3:13])[C:8]([O:10][CH2:11][CH3:12])=[O:9], predict the reactants needed to synthesize it. The reactants are: C(P([CH:7]([CH:13]([CH3:15])C)[C:8]([O:10][CH2:11][CH3:12])=[O:9])(CC)=O)C.[H-].[Na+].C([O:25][C:26]1[CH:27]=[C:28]2[C:32](=[CH:33][CH:34]=1)[N:31]([CH3:35])[CH:30]=C2C=O)C1C=CC=CC=1.[Cl-].[NH4+].